Dataset: Full USPTO retrosynthesis dataset with 1.9M reactions from patents (1976-2016). Task: Predict the reactants needed to synthesize the given product. (1) Given the product [CH:14]12[CH2:15][CH:16]3[CH2:17][CH:18]([CH2:19][CH:12]([CH2:21]3)[CH:13]1[C:8]1[CH2:29][CH:11]=[CH:10][CH:9]=1)[CH2:20]2, predict the reactants needed to synthesize it. The reactants are: [H-].[H-].[H-].[H-].[Li+].[Al+3].O1[CH2:11][CH2:10][CH2:9][CH2:8]1.[C:12]12(C3C(=C)C=CC=3)[CH2:21][CH:16]3[CH2:17][CH:18]([CH2:20][CH:14]([CH2:15]3)[CH2:13]1)[CH2:19]2.Cl.[CH2:29](OCC)C. (2) Given the product [F:1][C:2]1[CH:3]=[CH:4][C:5]2[S:11][CH2:10][CH2:9][CH2:8][N:7]([NH2:12])[C:6]=2[CH:14]=1, predict the reactants needed to synthesize it. The reactants are: [F:1][C:2]1[CH:3]=[CH:4][C:5]2[S:11][CH2:10][CH2:9][CH2:8][N:7]([N:12]=O)[C:6]=2[CH:14]=1.[H-].[Al+3].[Li+].[H-].[H-].[H-]. (3) Given the product [NH2:1][C:2]1[C:11]2[N:12]=[C:13]([CH2:20][O:21][CH2:22][CH3:23])[N:14]([CH2:15][C:16]([CH3:18])([OH:19])[CH3:17])[C:10]=2[C:9]2[CH:8]=[CH:7][C:6]([O:24][CH2:32][C:33]3[O:37][N:36]=[C:35]([C:38]4[S:39][CH:40]=[CH:41][CH:42]=4)[N:34]=3)=[CH:5][C:4]=2[N:3]=1, predict the reactants needed to synthesize it. The reactants are: [NH2:1][C:2]1[C:11]2[N:12]=[C:13]([CH2:20][O:21][CH2:22][CH3:23])[N:14]([CH2:15][C:16]([OH:19])([CH3:18])[CH3:17])[C:10]=2[C:9]2[CH:8]=[CH:7][C:6]([OH:24])=[CH:5][C:4]=2[N:3]=1.C(=O)([O-])[O-].[Cs+].[Cs+].Cl[CH2:32][C:33]1[O:37][N:36]=[C:35]([C:38]2[S:39][CH:40]=[CH:41][CH:42]=2)[N:34]=1.C(N(CC)CC)C. (4) Given the product [CH2:9]([N:5]1[CH:6]=[C:2]([CH3:1])[N:3]=[CH:4]1)[CH:8]=[CH2:7], predict the reactants needed to synthesize it. The reactants are: [CH3:1][C:2]1[N:3]=[CH:4][NH:5][CH:6]=1.[CH2:7](Br)[CH:8]=[CH2:9].C(N(CC)C(C)C)(C)C.